This data is from Reaction yield outcomes from USPTO patents with 853,638 reactions. The task is: Predict the reaction yield, written as a fraction of the theoretical maximum amount of product (1.0 means a 100% yield; for example, 0.34 means a 34% yield). (1) The reactants are [NH2:1][C:2]1[NH:7][C:6](=O)[N:5]([CH2:9][CH2:10][CH3:11])[C:4](=[O:12])[C:3]=1[NH:13][C:14]([C:16]1[CH:17]=[N:18][N:19]([CH2:21][C:22]2[CH:27]=[CH:26][C:25]([C:28]([F:31])([F:30])[F:29])=[C:24]([F:32])[CH:23]=2)[CH:20]=1)=O.O=P(Cl)(Cl)[Cl:35].P(Cl)(Cl)(Cl)(Cl)Cl. No catalyst specified. The product is [Cl:35][C:6]1[N:5]([CH2:9][CH2:10][CH3:11])[C:4](=[O:12])[C:3]2[NH:13][C:14]([C:16]3[CH:17]=[N:18][N:19]([CH2:21][C:22]4[CH:27]=[CH:26][C:25]([C:28]([F:30])([F:29])[F:31])=[C:24]([F:32])[CH:23]=4)[CH:20]=3)=[N:1][C:2]=2[N:7]=1. The yield is 0.500. (2) The reactants are I[C:2]1[C:10]2[C:5](=[N:6][CH:7]=[N:8][C:9]=2[NH2:11])[N:4]([C@H:12]2[CH2:17][CH2:16][C@@H:15]([N:18]3[CH2:23][CH2:22][N:21]([CH3:24])[CH2:20][CH2:19]3)[CH2:14][CH2:13]2)[N:3]=1.[CH2:25]([NH:33][C:34]([C:36]1[CH:41]=[CH:40][C:39](B(O)O)=[CH:38][C:37]=1[O:45][CH3:46])=[O:35])[CH2:26][C:27]1[CH:32]=[CH:31][CH:30]=[CH:29][CH:28]=1.C(=O)([O-])[O-].[Na+].[Na+].COCCOC. The catalyst is O. The product is [CH2:25]([NH:33][C:34](=[O:35])[C:36]1[CH:41]=[CH:40][C:39]([C:2]2[C:10]3[C:5](=[N:6][CH:7]=[N:8][C:9]=3[NH2:11])[N:4]([C@H:12]3[CH2:17][CH2:16][C@@H:15]([N:18]4[CH2:23][CH2:22][N:21]([CH3:24])[CH2:20][CH2:19]4)[CH2:14][CH2:13]3)[N:3]=2)=[CH:38][C:37]=1[O:45][CH3:46])[CH2:26][C:27]1[CH:28]=[CH:29][CH:30]=[CH:31][CH:32]=1. The yield is 0.320.